From a dataset of Peptide-MHC class I binding affinity with 185,985 pairs from IEDB/IMGT. Regression. Given a peptide amino acid sequence and an MHC pseudo amino acid sequence, predict their binding affinity value. This is MHC class I binding data. (1) The peptide sequence is ELYENKPDV. The MHC is HLA-B18:01 with pseudo-sequence HLA-B18:01. The binding affinity (normalized) is 0.0847. (2) The peptide sequence is EVKTLSSYI. The MHC is HLA-A02:01 with pseudo-sequence HLA-A02:01. The binding affinity (normalized) is 0. (3) The peptide sequence is KSLYDEHIKK. The MHC is HLA-A68:01 with pseudo-sequence HLA-A68:01. The binding affinity (normalized) is 0.149.